The task is: Predict the product of the given reaction.. This data is from Forward reaction prediction with 1.9M reactions from USPTO patents (1976-2016). (1) Given the reactants [CH3:1][C:2]1(C)[O:6][C@H:5]2[O:7][C@H:8]([C@@H:10]([O:13][C:14](=[O:16])[CH3:15])[CH2:11][CH3:12])[CH2:9][C@H:4]2[O:3]1.[C:18]([OH:21])(=[O:20])[CH3:19].C(OC(=O)C)(=O)C.OS(O)(=O)=O, predict the reaction product. The product is: [C:18]([O:21][C@@H:4]1[CH2:9][C@@H:8]([C@@H:10]([O:13][C:14](=[O:16])[CH3:15])[CH2:11][CH3:12])[O:7][CH:5]1[O:6][C:2](=[O:3])[CH3:1])(=[O:20])[CH3:19]. (2) Given the reactants [Cl:1][C:2]1[CH:7]=[CH:6][C:5]([C:8]2[CH:9]=[C:10]([NH2:20])[CH:11]=[N:12][C:13]=2[O:14][CH2:15][C:16]([F:19])([F:18])[F:17])=[CH:4][CH:3]=1.[O:21]1[C:25]([C:26](O)=[O:27])=[CH:24][CH:23]=[N:22]1, predict the reaction product. The product is: [Cl:1][C:2]1[CH:3]=[CH:4][C:5]([C:8]2[CH:9]=[C:10]([NH:20][C:26]([C:25]3[O:21][N:22]=[CH:23][CH:24]=3)=[O:27])[CH:11]=[N:12][C:13]=2[O:14][CH2:15][C:16]([F:17])([F:18])[F:19])=[CH:6][CH:7]=1. (3) Given the reactants [CH3:1][C:2]1[N:7]=[C:6]([C:8]#[N:9])[CH:5]=[CH:4][CH:3]=1.[Li+].C[Si]([N-][Si](C)(C)C)(C)C.[C:20](=O)([O:23]C)[O:21][CH3:22].[Cl-].[NH4+], predict the reaction product. The product is: [C:8]([C:6]1[N:7]=[C:2]([CH2:1][C:20]([O:21][CH3:22])=[O:23])[CH:3]=[CH:4][CH:5]=1)#[N:9]. (4) Given the reactants [NH2:1][C:2]1[CH:10]=[CH:9][C:8]([Cl:11])=[CH:7][C:3]=1[C:4]([NH2:6])=[O:5].[C:12]1([CH2:18][CH2:19][CH2:20][C:21](OC)=O)[CH:17]=[CH:16][CH:15]=[CH:14][CH:13]=1.CC[O-].[Na+].CC(O)=O.O, predict the reaction product. The product is: [Cl:11][C:8]1[CH:7]=[C:3]2[C:2](=[CH:10][CH:9]=1)[N:1]=[C:21]([CH2:20][CH2:19][CH2:18][C:12]1[CH:17]=[CH:16][CH:15]=[CH:14][CH:13]=1)[N:6]=[C:4]2[OH:5]. (5) Given the reactants B(OC)(OC)OC.[F:8][C:9]1[C:17]([I:18])=[CH:16][CH:15]=[CH:14][C:10]=1[C:11](O)=[O:12], predict the reaction product. The product is: [F:8][C:9]1[C:17]([I:18])=[CH:16][CH:15]=[CH:14][C:10]=1[CH2:11][OH:12].